This data is from Forward reaction prediction with 1.9M reactions from USPTO patents (1976-2016). The task is: Predict the product of the given reaction. Given the reactants [CH:1]([N:4]1[C:12]2[CH:11]=[C:10]([NH:13][C:14]3[CH:19]=[CH:18][N:17]=[C:16]([N:20]4[CH:24]=[C:23]([C:25]([OH:27])=O)[N:22]=[CH:21]4)[N:15]=3)[N:9]=[CH:8][C:7]=2[N:6]=[C:5]1[CH3:28])([CH3:3])[CH3:2].C[CH2:30][N:31](C(C)C)C(C)C.CN(C(ON1N=NC2C=CC=CC1=2)=[N+](C)C)C.F[P-](F)(F)(F)(F)F.CN, predict the reaction product. The product is: [CH:1]([N:4]1[C:12]2[CH:11]=[C:10]([NH:13][C:14]3[CH:19]=[CH:18][N:17]=[C:16]([N:20]4[CH:24]=[C:23]([C:25]([NH:31][CH3:30])=[O:27])[N:22]=[CH:21]4)[N:15]=3)[N:9]=[CH:8][C:7]=2[N:6]=[C:5]1[CH3:28])([CH3:3])[CH3:2].